This data is from Reaction yield outcomes from USPTO patents with 853,638 reactions. The task is: Predict the reaction yield, written as a fraction of the theoretical maximum amount of product (1.0 means a 100% yield; for example, 0.34 means a 34% yield). (1) The reactants are [CH3:1][N:2]1[CH2:7][CH2:6][CH:5]([CH:8]2[C:16]3[C:11](=[CH:12][CH:13]=[C:14]([N+:17]([O-])=O)[CH:15]=3)[NH:10][C:9]2=[O:20])[CH2:4][CH2:3]1. The catalyst is C(O)C.[Pd]. The product is [NH2:17][C:14]1[CH:15]=[C:16]2[C:11](=[CH:12][CH:13]=1)[NH:10][C:9](=[O:20])[CH:8]2[CH:5]1[CH2:6][CH2:7][N:2]([CH3:1])[CH2:3][CH2:4]1. The yield is 0.500. (2) The reactants are C[N:2](C)/[CH:3]=[CH:4]/[C:5]([C:7]1[CH:8]=[N:9][CH:10]=[CH:11][CH:12]=1)=O.[F:14][C:15]1[CH:16]=[C:17]([N:23]2[CH2:27][C@H:26]([CH2:28][NH:29][C:30](=[O:32])[CH3:31])[O:25][C:24]2=[O:33])[CH:18]=[CH:19][C:20]=1[NH:21]N.C(O)C.Cl. The catalyst is O. The product is [F:14][C:15]1[CH:16]=[C:17]([N:23]2[CH2:27][C@H:26]([CH2:28][NH:29][C:30](=[O:32])[CH3:31])[O:25][C:24]2=[O:33])[CH:18]=[CH:19][C:20]=1[N:21]1[C:5]([C:7]2[CH:8]=[N:9][CH:10]=[CH:11][CH:12]=2)=[CH:4][CH:3]=[N:2]1. The yield is 0.407.